Dataset: Forward reaction prediction with 1.9M reactions from USPTO patents (1976-2016). Task: Predict the product of the given reaction. (1) The product is: [C:3]([O-:6])([O-:5])=[O:4].[C:3]([O-:6])([O-:5])=[O:4].[OH:1][OH:2].[OH:1][OH:2].[OH:1][OH:2].[Na+:7].[Na+:7].[Na+:7].[Na+:7]. Given the reactants [OH:1][OH:2].[C:3](=[O:6])([O-:5])[O-:4].[Na+:7].[Na+], predict the reaction product. (2) Given the reactants N([C@:4]1([CH2:19][OH:20])[O:8][C@@H:7]([N:9]2[CH:16]=[CH:15][C:13](=[O:14])[NH:12][C:10]2=[O:11])[C@H:6]([OH:17])[C@@H:5]1[OH:18])=[N+]=[N-].CO[C:23](OC)([CH3:25])[CH3:24], predict the reaction product. The product is: [OH:20][CH2:19][CH:4]1[CH:5]2[O:18][C:23]([CH3:25])([CH3:24])[O:17][CH:6]2[CH:7]([N:9]2[CH:16]=[CH:15][C:13](=[O:14])[NH:12][C:10]2=[O:11])[O:8]1. (3) The product is: [Cl:1][C:2]1[C:10]([O:11][CH3:12])=[CH:9][C:8]([I:13])=[C:7]2[C:3]=1[CH2:4][NH:5][C:6]2=[O:14]. Given the reactants [Cl:1][C:2]1[C:10]([O:11][CH3:12])=[CH:9][C:8]([I:13])=[C:7]2[C:3]=1[CH:4](O)[N:5](C(C)(C1C=CC=CC=1)C)[C:6]2=[O:14].FC(F)(F)C(O)=O.C([SiH](CC)CC)C.O, predict the reaction product. (4) Given the reactants C([Li])CCC.[CH3:6][CH2:7][CH2:8][CH2:9][CH2:10]C.[Cl:12][C:13]1[C:18]([CH2:19][S:20]([C:23]2[CH:28]=[CH:27][C:26]([Cl:29])=[CH:25][CH:24]=2)(=[O:22])=[O:21])=[CH:17][CH:16]=[CH:15][N:14]=1.ICCCCCI, predict the reaction product. The product is: [Cl:12][C:13]1[C:18]([C:19]2([S:20]([C:23]3[CH:28]=[CH:27][C:26]([Cl:29])=[CH:25][CH:24]=3)(=[O:22])=[O:21])[CH2:10][CH2:9][CH2:8][CH2:7][CH2:6]2)=[CH:17][CH:16]=[CH:15][N:14]=1. (5) Given the reactants ClCI.[CH2:4]([Zn]CC)C.[OH:9][C@:10]([CH3:24])([CH2:21][CH:22]=[CH2:23])[C:11]([O:13][CH2:14][C:15]1[CH:20]=[CH:19][CH:18]=[CH:17][CH:16]=1)=[O:12], predict the reaction product. The product is: [CH:22]1([CH2:21][C@:10]([OH:9])([CH3:24])[C:11]([O:13][CH2:14][C:15]2[CH:20]=[CH:19][CH:18]=[CH:17][CH:16]=2)=[O:12])[CH2:4][CH2:23]1. (6) Given the reactants [CH3:1][C:2]1([CH3:10])[C:7]([CH:8]=O)=[CH:6][CH2:5][CH2:4][CH2:3]1.[F:11][C:12]1[CH:13]=[C:14]([CH:16]=[CH:17][CH:18]=1)[NH2:15].C(O)(=O)C.C([BH3-])#N.[Na+], predict the reaction product. The product is: [CH3:1][C:2]1([CH3:10])[C:7]([CH2:8][NH:15][C:14]2[CH:16]=[CH:17][CH:18]=[C:12]([F:11])[CH:13]=2)=[CH:6][CH2:5][CH2:4][CH2:3]1. (7) Given the reactants [Cl:1]Cl.[Cl:3][C:4]1[C:5](=[O:19])[NH:6][C:7](=[O:18])[N:8]([CH:17]=1)[C@@H:9]1[O:15][C@H:12]([CH2:13][OH:14])[C@@H:11]([F:16])[CH2:10]1.[C:20]([OH:23])(=[O:22])[CH3:21], predict the reaction product. The product is: [Cl:3][C:4]1([Cl:1])[CH:17]([O:22][C:20](=[O:23])[CH3:21])[N:8]([C@@H:9]2[O:15][C@H:12]([CH2:13][OH:14])[C@@H:11]([F:16])[CH2:10]2)[C:7](=[O:18])[NH:6][C:5]1=[O:19]. (8) Given the reactants [Cl:1][CH2:2][CH2:3][C@@H:4]([C:6]1[CH:10]=[CH:9][O:8][N:7]=1)[OH:5].[F:11][C:12]1[C:13]([CH3:21])=[CH:14][C:15](O)=[C:16]([CH:19]=1)[C:17]#[N:18], predict the reaction product. The product is: [Cl:1][CH2:2][CH2:3][C@@H:4]([O:5][C:15]1[CH:14]=[C:13]([CH3:21])[C:12]([F:11])=[CH:19][C:16]=1[C:17]#[N:18])[C:6]1[CH:10]=[CH:9][O:8][N:7]=1. (9) Given the reactants O.O.O.[F-].C([N+](CCCC)(CCCC)CCCC)CCC.C1COCC1.[CH:27]1([C:33]2[CH:38]=[CH:37][C:36]([C:39]([NH:41][C:42]3[CH:51]=[CH:50][C:49]([C:52]#[C:53][Si](C)(C)C)=[CH:48][C:43]=3[C:44]([O:46][CH3:47])=[O:45])=[O:40])=[CH:35][CH:34]=2)[CH2:32][CH2:31][CH2:30][CH2:29][CH2:28]1, predict the reaction product. The product is: [CH:27]1([C:33]2[CH:34]=[CH:35][C:36]([C:39]([NH:41][C:42]3[CH:51]=[CH:50][C:49]([C:52]#[CH:53])=[CH:48][C:43]=3[C:44]([O:46][CH3:47])=[O:45])=[O:40])=[CH:37][CH:38]=2)[CH2:32][CH2:31][CH2:30][CH2:29][CH2:28]1.